Dataset: Reaction yield outcomes from USPTO patents with 853,638 reactions. Task: Predict the reaction yield, written as a fraction of the theoretical maximum amount of product (1.0 means a 100% yield; for example, 0.34 means a 34% yield). (1) The reactants are [CH2:1]([O:3][C:4](=[O:15])[CH:5]([OH:14])[CH2:6][CH2:7][C:8]1[CH:13]=[CH:12][CH:11]=[CH:10][CH:9]=1)[CH3:2].C(N(CC)CC)C.[O:23](S(C)(=O)=O)[S:24]([CH3:27])(=O)=[O:25]. The catalyst is C(Cl)Cl.CN(C1C=CN=CC=1)C. The product is [CH2:1]([O:3][C:4](=[O:15])[CH:5]([O:14][S:24]([CH3:27])(=[O:25])=[O:23])[CH2:6][CH2:7][C:8]1[CH:13]=[CH:12][CH:11]=[CH:10][CH:9]=1)[CH3:2]. The yield is 0.940. (2) The reactants are [CH3:1][O:2][C:3]([NH:5][C@H:6]([C:11]([N:13]1[C@@H:17]([CH3:18])[CH2:16][CH2:15][C@H:14]1[C:19]1[NH:20][C:21]([C:24]2[CH:29]=[C:28]3[CH2:30][O:31][C:32]4[CH:59]=[C:58]5[C:35]([CH:36]=[CH:37][C:38]6[N:42]=[C:41]([C@@H:43]7[CH2:47][C@H:46]([CH2:48][O:49][CH3:50])[CH2:45][N:44]7C(OC(C)(C)C)=O)[NH:40][C:39]=65)=[CH:34][C:33]=4[C:27]3=[CH:26][CH:25]=2)=[CH:22][N:23]=1)=[O:12])[C@H:7]([CH2:9][CH3:10])[CH3:8])=[O:4].Cl.[CH3:61][O:62][C:63]([NH:65][C@@H:66]([CH:70]([CH3:72])[CH3:71])[C:67](O)=[O:68])=[O:64].CN(C(ON1N=NC2C=CC=NC1=2)=[N+](C)C)C.F[P-](F)(F)(F)(F)F.CCN(C(C)C)C(C)C. The catalyst is C(Cl)Cl.CO.CN(C=O)C.[Li+].[OH-]. The product is [CH3:1][O:2][C:3]([NH:5][C@@H:6]([C@@H:7]([CH3:8])[CH2:9][CH3:10])[C:11]([N:13]1[C@@H:17]([CH3:18])[CH2:16][CH2:15][C@H:14]1[C:19]1[NH:20][C:21]([C:24]2[CH:29]=[C:28]3[CH2:30][O:31][C:32]4[CH:59]=[C:58]5[C:35]([CH:36]=[CH:37][C:38]6[N:42]=[C:41]([C@@H:43]7[CH2:47][C@H:46]([CH2:48][O:49][CH3:50])[CH2:45][N:44]7[C:67](=[O:68])[C@@H:66]([NH:65][C:63](=[O:64])[O:62][CH3:61])[CH:70]([CH3:72])[CH3:71])[NH:40][C:39]=65)=[CH:34][C:33]=4[C:27]3=[CH:26][CH:25]=2)=[CH:22][N:23]=1)=[O:12])=[O:4]. The yield is 0.380. (3) The reactants are [N:1]([O-:3])=[O:2].[Na+].[CH:5]1([C:8]2[C:17]3[C:12](=[CH:13][CH:14]=[CH:15][CH:16]=3)[CH:11]=[CH:10][CH:9]=2)[CH2:7][CH2:6]1.O. The catalyst is CCOC(C)=O. The product is [CH:5]1([C:8]2[C:17]3[C:12](=[CH:13][CH:14]=[CH:15][CH:16]=3)[C:11]([N+:1]([O-:3])=[O:2])=[CH:10][CH:9]=2)[CH2:7][CH2:6]1. The yield is 0.640. (4) The reactants are O[C:2]1[CH:7]=[C:6]([OH:8])[CH:5]=[CH:4][C:3]=1[C:9]([C:12]1[CH:17]=[CH:16][C:15]([OH:18])=[CH:14][CH:13]=1)=[N:10][OH:11].C(OC(=O)C)(=O)C.CCN(CC)CC.O.[Cl-].[Na+].O. No catalyst specified. The product is [OH:8][C:6]1[CH:5]=[CH:4][C:3]([C:9]2[C:12]3[CH:17]=[CH:16][C:15]([OH:18])=[CH:14][C:13]=3[O:11][N:10]=2)=[CH:2][CH:7]=1. The yield is 0.420. (5) The reactants are Br[C:2]1[C:7]([N+]([O-])=O)=[CH:6][CH:5]=[C:4]([Br:11])[C:3]=1[OH:12].C[Si]([C:17]#[C:18][C:19]1([OH:27])[CH:24]2[CH2:25][CH2:26][N:21]([CH2:22][CH2:23]2)[CH2:20]1)(C)C. The catalyst is N1C=CC=CC=1. The product is [Br:11][C:4]1[C:3]2[O:12][C:18]([C:19]3([OH:27])[CH:24]4[CH2:25][CH2:26][N:21]([CH2:22][CH2:23]4)[CH2:20]3)=[CH:17][C:2]=2[CH:7]=[CH:6][CH:5]=1. The yield is 0.290. (6) The reactants are F[C:2]1[C:11]2[C:6](=[CH:7][CH:8]=[CH:9][CH:10]=2)[C:5]([S:12]([N:15]2[C:24]3[C:19](=[CH:20][CH:21]=[CH:22][CH:23]=3)[CH2:18][CH2:17][CH2:16]2)(=[O:14])=[O:13])=[CH:4][CH:3]=1.FC1C2C(=CC=CC=2)C(S([Cl:39])(=O)=O)=CC=1.[NH:40]1[C:49]2[C:44](=CC=CC=2)C[CH2:42][CH2:41]1.[N:50]1C=CC=CC=1. The catalyst is C(Cl)Cl. The product is [ClH:39].[N:15]1([S:12]([C:5]2[C:6]3[C:11](=[CH:10][CH:9]=[CH:8][CH:7]=3)[C:2]([N:40]3[CH2:41][CH2:42][NH:50][CH2:44][CH2:49]3)=[CH:3][CH:4]=2)(=[O:14])=[O:13])[C:24]2[C:19](=[CH:20][CH:21]=[CH:22][CH:23]=2)[CH2:18][CH2:17][CH2:16]1. The yield is 1.00. (7) The reactants are [OH:1][C:2]([CH3:22])([CH3:21])[CH2:3][C:4]1[CH:9]=[CH:8][C:7]([NH:10]C(=O)OCC2C=CC=CC=2)=[CH:6][CH:5]=1. The catalyst is [C].[Pd].O1CCCC1. The product is [NH2:10][C:7]1[CH:6]=[CH:5][C:4]([CH2:3][C:2]([CH3:22])([OH:1])[CH3:21])=[CH:9][CH:8]=1. The yield is 0.750. (8) The reactants are [CH:1]([C:3]1([CH2:7][O:8][C@H:9]2[CH2:14][CH2:13][C@H:12]([N:15]3[C:20](=[O:21])[C:19]([CH2:22][C:23]4[CH:28]=[CH:27][C:26]([C:29]5[C:30]([C:35]#[N:36])=[CH:31][CH:32]=[CH:33][CH:34]=5)=[CH:25][CH:24]=4)=[C:18]([CH2:37][CH2:38][CH3:39])[N:17]4[N:40]=[CH:41][N:42]=[C:16]34)[CH2:11][CH2:10]2)[CH2:6][CH2:5][CH2:4]1)=[O:2].Cl([O-])=[O:44].[Na+].P([O-])(O)(O)=O.[Na+].CC(=CC)C. The product is [C:35]([C:30]1[CH:31]=[CH:32][CH:33]=[CH:34][C:29]=1[C:26]1[CH:25]=[CH:24][C:23]([CH2:22][C:19]2[C:20](=[O:21])[N:15]([C@H:12]3[CH2:13][CH2:14][C@H:9]([O:8][CH2:7][C:3]4([C:1]([OH:44])=[O:2])[CH2:6][CH2:5][CH2:4]4)[CH2:10][CH2:11]3)[C:16]3[N:17]([N:40]=[CH:41][N:42]=3)[C:18]=2[CH2:37][CH2:38][CH3:39])=[CH:28][CH:27]=1)#[N:36]. The catalyst is O.O1CCCC1.C(O)CCC. The yield is 0.650. (9) The reactants are [N:1]1[CH:6]=[CH:5][CH:4]=[CH:3][C:2]=1[CH2:7][N:8]1[C:16]2[C:11](=[CH:12][C:13]([NH:17][C:18]3[C:27]4[C:26]([OH:28])=[CH:25][CH:24]=[CH:23][C:22]=4[N:21]=[CH:20][N:19]=3)=[CH:14][CH:15]=2)[CH:10]=[CH:9]1.O[C@@H:30]([CH3:35])[C:31]([O:33][CH3:34])=[O:32].C1(P(C2C=CC=CC=2)C2C=CC=CC=2)C=CC=CC=1. The catalyst is C(Cl)Cl. The product is [N:1]1[CH:6]=[CH:5][CH:4]=[CH:3][C:2]=1[CH2:7][N:8]1[C:16]2[C:11](=[CH:12][C:13]([NH:17][C:18]3[C:27]4[C:22](=[CH:23][CH:24]=[CH:25][C:26]=4[O:28][C@H:30]([CH3:35])[C:31]([O:33][CH3:34])=[O:32])[N:21]=[CH:20][N:19]=3)=[CH:14][CH:15]=2)[CH:10]=[CH:9]1. The yield is 0.870.